Dataset: Reaction yield outcomes from USPTO patents with 853,638 reactions. Task: Predict the reaction yield, written as a fraction of the theoretical maximum amount of product (1.0 means a 100% yield; for example, 0.34 means a 34% yield). (1) The reactants are Br[C:2]1[CH:3]=[C:4]([C:9]([F:12])([F:11])[F:10])[C:5]([NH2:8])=[N:6][CH:7]=1.[F:13][C:14]([F:25])([F:24])[C:15]1[CH:20]=[CH:19][C:18](B(O)O)=[CH:17][CH:16]=1.C([O-])([O-])=O.[Na+].[Na+].C(O)(=O)CC(CC(O)=O)(C(O)=O)O. The catalyst is COCCOC.C1C=CC([P]([Pd]([P](C2C=CC=CC=2)(C2C=CC=CC=2)C2C=CC=CC=2)([P](C2C=CC=CC=2)(C2C=CC=CC=2)C2C=CC=CC=2)[P](C2C=CC=CC=2)(C2C=CC=CC=2)C2C=CC=CC=2)(C2C=CC=CC=2)C2C=CC=CC=2)=CC=1. The product is [F:10][C:9]([F:12])([F:11])[C:4]1[C:5]([NH2:8])=[N:6][CH:7]=[C:2]([C:18]2[CH:19]=[CH:20][C:15]([C:14]([F:25])([F:24])[F:13])=[CH:16][CH:17]=2)[CH:3]=1. The yield is 0.870. (2) The reactants are [CH2:1]([NH2:4])[C:2]#[CH:3].C(=O)(O)[O-].[Na+].[C:10]([O:14][C:15](O[C:15]([O:14][C:10]([CH3:13])([CH3:12])[CH3:11])=[O:16])=[O:16])([CH3:13])([CH3:12])[CH3:11]. The catalyst is C1COCC1.O. The product is [CH2:1]([NH:4][C:15](=[O:16])[O:14][C:10]([CH3:13])([CH3:12])[CH3:11])[C:2]#[CH:3]. The yield is 0.670. (3) The reactants are [OH:1][C:2]1[CH:12]=[CH:11][CH:10]=[C:4]2[C:5]([O:7][C:8](=[O:9])[C:3]=12)=O.[CH3:13][O:14][C:15]1[CH:22]=[C:21]([O:23][CH3:24])[CH:20]=[CH:19][C:16]=1[CH2:17][NH2:18].C(O)(=O)C. The catalyst is O. The product is [OH:1][C:2]1[CH:12]=[CH:11][CH:10]=[C:4]2[C:3]=1[C:8](=[O:9])[N:18]([CH2:17][C:16]1[CH:19]=[CH:20][C:21]([O:23][CH3:24])=[CH:22][C:15]=1[O:14][CH3:13])[C:5]2=[O:7]. The yield is 0.730.